From a dataset of Peptide-MHC class I binding affinity with 185,985 pairs from IEDB/IMGT. Regression. Given a peptide amino acid sequence and an MHC pseudo amino acid sequence, predict their binding affinity value. This is MHC class I binding data. The peptide sequence is FIIFLFILLL. The MHC is HLA-A68:02 with pseudo-sequence HLA-A68:02. The binding affinity (normalized) is 0.390.